This data is from Full USPTO retrosynthesis dataset with 1.9M reactions from patents (1976-2016). The task is: Predict the reactants needed to synthesize the given product. (1) Given the product [ClH:4].[NH2:7][C:8]1[C:17]2[C:12](=[CH:13][CH:14]=[C:15]([NH:18][C:20](=[O:23])[C:25]3[CH:16]=[CH:17][CH:8]=[CH:9][C:10]=3[CH2:19][O:5][C:1]3[CH:2]=[CH:15][C:14]([CH2:26][CH3:27])=[CH:13][CH:12]=3)[CH:16]=2)[N:11]=[C:10]([CH3:19])[CH:9]=1, predict the reactants needed to synthesize it. The reactants are: [C:1](Cl)(=[O:5])[C:2]([Cl:4])=O.[NH2:7][C:8]1[C:17]2[C:12](=[CH:13][CH:14]=[C:15]([NH2:18])[CH:16]=2)[N:11]=[C:10]([CH3:19])[CH:9]=1.[C:20](=[O:23])([O-])O.[Na+].[CH4:25].[CH2:26](O)[CH3:27]. (2) Given the product [Cl:1][C:2]1[CH:7]=[CH:6][C:5]([C:8]2[C:12]3[CH2:13][N:14]([S:17]([CH3:20])(=[O:18])=[O:19])[CH2:15][CH2:16][C:11]=3[N:10]([CH2:21][CH2:22][CH2:23][N:24]3[CH2:25][CH2:26][O:27][CH2:28][CH2:29]3)[N:9]=2)=[CH:4][C:3]=1[C:30]#[C:31][C:32]1[CH:33]=[CH:34][C:35]([NH:38][C:46](=[O:47])[CH3:45])=[CH:36][CH:37]=1, predict the reactants needed to synthesize it. The reactants are: [Cl:1][C:2]1[CH:7]=[CH:6][C:5]([C:8]2[C:12]3[CH2:13][N:14]([S:17]([CH3:20])(=[O:19])=[O:18])[CH2:15][CH2:16][C:11]=3[N:10]([CH2:21][CH2:22][CH2:23][N:24]3[CH2:29][CH2:28][O:27][CH2:26][CH2:25]3)[N:9]=2)=[CH:4][C:3]=1[C:30]#[C:31][C:32]1[CH:37]=[CH:36][C:35]([NH2:38])=[CH:34][CH:33]=1.N1C=CC=CC=1.[CH3:45][C:46](OC(C)=O)=[O:47]. (3) Given the product [CH3:24][C:16]1[C:15]2[C:14]([S:11]([N:8]3[CH2:9][CH2:10][C@H:6]([NH:5][CH2:4][CH2:3][CH2:2][NH:1][C:39]([NH:38][C:32]4[CH:37]=[CH:36][CH:35]=[CH:34][CH:33]=4)=[O:40])[CH2:7]3)(=[O:13])=[O:12])=[CH:23][CH:22]=[CH:21][C:20]=2[CH:19]=[N:18][CH:17]=1, predict the reactants needed to synthesize it. The reactants are: [NH2:1][CH2:2][CH2:3][CH2:4][NH:5][C@H:6]1[CH2:10][CH2:9][N:8]([S:11]([C:14]2[C:15]3[C:16]([CH3:24])=[CH:17][N:18]=[CH:19][C:20]=3[CH:21]=[CH:22][CH:23]=2)(=[O:13])=[O:12])[CH2:7]1.C(N(CC)CC)C.[C:32]1([N:38]=[C:39]=[O:40])[CH:37]=[CH:36][CH:35]=[CH:34][CH:33]=1.C(=O)([O-])O.[Na+].